This data is from Forward reaction prediction with 1.9M reactions from USPTO patents (1976-2016). The task is: Predict the product of the given reaction. (1) Given the reactants Cl.Cl.[N+:3]([C:6]1[C:7]([CH2:16][NH2:17])=[CH:8][CH:9]=[C:10]2[C:15]=1[N:14]=[CH:13][CH:12]=[CH:11]2)([O-])=O, predict the reaction product. The product is: [NH2:17][CH2:16][C:7]1[C:6]([NH2:3])=[C:15]2[C:10]([CH:11]=[CH:12][CH:13]=[N:14]2)=[CH:9][CH:8]=1. (2) Given the reactants Cl[C:2]1[CH:7]=[C:6]([C:8]#[N:9])[CH:5]=[C:4]([N:10]2[CH2:15][CH2:14][N:13]([CH2:16][CH:17]3[CH2:19][CH2:18]3)[CH2:12][CH2:11]2)[N:3]=1.[F:20][C:21]([F:33])([F:32])[O:22][C:23]1[CH:28]=[CH:27][C:26](B(O)O)=[CH:25][CH:24]=1.C(=O)([O-])[O-].[Cs+].[Cs+].CC(C1C=C(C(C)C)C(C2C=CC=CC=2P(C2CCCCC2)C2CCCCC2)=C(C(C)C)C=1)C, predict the reaction product. The product is: [CH:17]1([CH2:16][N:13]2[CH2:14][CH2:15][N:10]([C:4]3[CH:5]=[C:6]([C:8]#[N:9])[CH:7]=[C:2]([C:26]4[CH:25]=[CH:24][C:23]([O:22][C:21]([F:20])([F:32])[F:33])=[CH:28][CH:27]=4)[N:3]=3)[CH2:11][CH2:12]2)[CH2:19][CH2:18]1. (3) The product is: [ClH:17].[ClH:17].[CH:19]([CH:32]1[CH2:33][N:34]([CH2:38][C:39]2[CH:44]=[C:43]([N:45]3[C:49]([C:50]([F:53])([F:52])[F:51])=[N:48][N:47]=[N:46]3)[CH:42]=[CH:41][C:40]=2[O:54][CH3:55])[CH2:35][CH2:36][N:37]1[CH3:1])([C:20]1[CH:25]=[CH:24][CH:23]=[CH:22][CH:21]=1)[C:26]1[CH:27]=[CH:28][CH:29]=[CH:30][CH:31]=1. Given the reactants [C:1](O[BH-](OC(=O)C)OC(=O)C)(=O)C.[Na+].C=O.[ClH:17].Cl.[CH:19]([CH:32]1[NH:37][CH2:36][CH2:35][N:34]([CH2:38][C:39]2[CH:44]=[C:43]([N:45]3[C:49]([C:50]([F:53])([F:52])[F:51])=[N:48][N:47]=[N:46]3)[CH:42]=[CH:41][C:40]=2[O:54][CH3:55])[CH2:33]1)([C:26]1[CH:31]=[CH:30][CH:29]=[CH:28][CH:27]=1)[C:20]1[CH:25]=[CH:24][CH:23]=[CH:22][CH:21]=1, predict the reaction product. (4) Given the reactants C[O:2][C:3]([C:5]1[C:10]([NH2:11])=[CH:9][C:8]([C:12]([F:15])([F:14])[F:13])=[C:7]([C:16]2[CH:21]=[CH:20][C:19]([Cl:22])=[CH:18][C:17]=2[Cl:23])[N:6]=1)=[O:4].[OH-].[Na+].O1CCOCC1, predict the reaction product. The product is: [NH2:11][C:10]1[C:5]([C:3]([OH:4])=[O:2])=[N:6][C:7]([C:16]2[CH:21]=[CH:20][C:19]([Cl:22])=[CH:18][C:17]=2[Cl:23])=[C:8]([C:12]([F:13])([F:14])[F:15])[CH:9]=1. (5) Given the reactants [Cl:1][C:2]1[C:6]([Cl:7])=[C:5]([C:8](N(OC)C)=[O:9])[S:4][N:3]=1.I[Mg][C:16]1[CH:20]=[CH:19][S:18][CH:17]=1.Cl, predict the reaction product. The product is: [Cl:1][C:2]1[C:6]([Cl:7])=[C:5]([C:8]([C:16]2[CH:20]=[CH:19][S:18][CH:17]=2)=[O:9])[S:4][N:3]=1. (6) Given the reactants O[C:2]1[C:11]2[C:6](=[CH:7][CH:8]=[C:9]([NH:12]C(=O)C)[CH:10]=2)[N:5]=[C:4](C)[CH:3]=1.[ClH:17], predict the reaction product. The product is: [NH2:12][C:9]1[CH:10]=[C:11]2[C:6](=[CH:7][CH:8]=1)[N:5]=[CH:4][CH:3]=[C:2]2[Cl:17].